From a dataset of Reaction yield outcomes from USPTO patents with 853,638 reactions. Predict the reaction yield, written as a fraction of the theoretical maximum amount of product (1.0 means a 100% yield; for example, 0.34 means a 34% yield). (1) The reactants are [Cl:1][C:2]1[CH:7]=[CH:6][C:5]([S:8]([CH:11]([C:20]2[CH:25]=[C:24]([F:26])[CH:23]=[CH:22][C:21]=2[F:27])[C:12]2[CH:17]=[CH:16][C:15]([CH2:18]O)=[CH:14][N:13]=2)(=[O:10])=[O:9])=[CH:4][CH:3]=1.[N-:28]=[N+:29]=[N-:30].[Na+].C1(P(C2C=CC=CC=2)C2C=CC=CC=2)C=CC=CC=1.O. The catalyst is C(Cl)(Cl)(Cl)Cl.CN(C)C=O.C(OCC)(=O)C.CCCCCC. The product is [N:28]([CH2:18][C:15]1[CH:16]=[CH:17][C:12]([CH:11]([S:8]([C:5]2[CH:6]=[CH:7][C:2]([Cl:1])=[CH:3][CH:4]=2)(=[O:10])=[O:9])[C:20]2[CH:25]=[C:24]([F:26])[CH:23]=[CH:22][C:21]=2[F:27])=[N:13][CH:14]=1)=[N+:29]=[N-:30]. The yield is 0.490. (2) The reactants are [F:1][C:2]1[CH:12]=[CH:11][C:5]([CH:6]=[CH:7][C:8]([OH:10])=O)=[CH:4][CH:3]=1.[N:13]1[CH:18]=[CH:17][CH:16]=[CH:15][C:14]=1[N:19]1[CH2:24][CH2:23][N:22]([C:25]2[CH:26]=[C:27]([C@@H:31]([NH2:33])[CH3:32])[CH:28]=[CH:29][CH:30]=2)[CH2:21][CH2:20]1.C(Cl)CCl.C(N(CC)CC)C. The catalyst is CN(C1C=CN=CC=1)C.ClCCl. The product is [F:1][C:2]1[CH:3]=[CH:4][C:5]([CH:6]=[CH:7][C:8]([NH:33][C@H:31]([C:27]2[CH:28]=[CH:29][CH:30]=[C:25]([N:22]3[CH2:21][CH2:20][N:19]([C:14]4[CH:15]=[CH:16][CH:17]=[CH:18][N:13]=4)[CH2:24][CH2:23]3)[CH:26]=2)[CH3:32])=[O:10])=[CH:11][CH:12]=1. The yield is 0.600. (3) The reactants are [NH2:1][C:2]1[CH:3]=[C:4]([N:8]2[C:17]3[CH:16]=[CH:15][C:14]4[CH:18]=[CH:19][CH:20]=[CH:21][C:13]=4[C:12]=3[NH:11][C:10](=[O:22])[C:9]2=[O:23])[CH:5]=[CH:6][CH:7]=1.[I:24][C:25]1[CH:30]=[CH:29][CH:28]=[CH:27][C:26]=1[CH2:31][C:32](Cl)=[O:33]. No catalyst specified. The product is [I:24][C:25]1[CH:30]=[CH:29][CH:28]=[CH:27][C:26]=1[CH2:31][C:32]([NH:1][C:2]1[CH:3]=[C:4]([N:8]2[C:17]3[CH:16]=[CH:15][C:14]4[CH:18]=[CH:19][CH:20]=[CH:21][C:13]=4[C:12]=3[NH:11][C:10](=[O:22])[C:9]2=[O:23])[CH:5]=[CH:6][CH:7]=1)=[O:33]. The yield is 0.110.